This data is from Forward reaction prediction with 1.9M reactions from USPTO patents (1976-2016). The task is: Predict the product of the given reaction. (1) The product is: [OH:1][CH2:2][C@@H:3]([NH:6][C:7]1[N:12]=[C:11]([NH:13][CH2:14][C:15]2[CH:16]=[CH:17][C:18]([C:21]3[CH:26]=[CH:25][CH:24]=[CH:23][N:22]=3)=[CH:19][CH:20]=2)[N:10]2[N:27]=[CH:28][C:29]([CH:30]([CH3:31])[CH3:32])=[C:9]2[N:8]=1)[C@H:4]([OH:36])[CH3:5]. Given the reactants [OH:1][CH2:2][C@H:3]([NH:6][C:7]1[N:12]=[C:11]([NH:13][CH2:14][C:15]2[CH:20]=[CH:19][C:18]([C:21]3[CH:26]=[CH:25][CH:24]=[CH:23][N:22]=3)=[CH:17][CH:16]=2)[N:10]2[N:27]=[CH:28][C:29]([CH:30]([CH3:32])[CH3:31])=[C:9]2[N:8]=1)[CH2:4][CH3:5].N[C@@H](CO)[C@H](C)[OH:36], predict the reaction product. (2) The product is: [N+:1]([C:4]1[CH:5]=[C:6]([C:19]2[CH2:24][CH2:23][N:22]([C:25]([O:27][C:28]([CH3:31])([CH3:30])[CH3:29])=[O:26])[CH2:21][CH:20]=2)[CH:7]=[CH:8][CH:9]=1)([O-:3])=[O:2]. Given the reactants [N+:1]([C:4]1[CH:5]=[C:6](B(O)O)[CH:7]=[CH:8][CH:9]=1)([O-:3])=[O:2].FC(F)(F)S(O[C:19]1[CH2:24][CH2:23][N:22]([C:25]([O:27][C:28]([CH3:31])([CH3:30])[CH3:29])=[O:26])[CH2:21][CH:20]=1)(=O)=O.C(Cl)Cl.C([O-])([O-])=O.[K+].[K+], predict the reaction product. (3) Given the reactants [NH2:1][C:2]1[C:11]([F:12])=[CH:10][C:9]([F:13])=[CH:8][C:3]=1[C:4]([NH:6][CH3:7])=[O:5].CN1C(=O)CCC1.CCN(C(C)C)C(C)C.[Cl:30][C:31]1[N:36]=[C:35](Cl)[C:34]([Cl:38])=[CH:33][N:32]=1, predict the reaction product. The product is: [Cl:30][C:31]1[N:36]=[C:35]([NH:1][C:2]2[C:11]([F:12])=[CH:10][C:9]([F:13])=[CH:8][C:3]=2[C:4]([NH:6][CH3:7])=[O:5])[C:34]([Cl:38])=[CH:33][N:32]=1. (4) Given the reactants [CH2:1]([O:8][C:9]([CH3:13])([CH3:12])[CH2:10][OH:11])[C:2]1[CH:7]=[CH:6][CH:5]=[CH:4][CH:3]=1.C1C=C[NH+]=CC=1.[O-][Cr](Cl)(=O)=O, predict the reaction product. The product is: [CH2:1]([O:8][C:9]([CH3:13])([CH3:12])[CH:10]=[O:11])[C:2]1[CH:7]=[CH:6][CH:5]=[CH:4][CH:3]=1. (5) Given the reactants [NH2:1][C:2]1[CH:3]=[C:4]2[C:9](=[C:10]([CH3:12])[CH:11]=1)[CH:8]=[N:7][C:6]([NH:13][C:14]([NH:16][CH2:17][CH3:18])=[O:15])=[CH:5]2.[N:19]1([CH2:24][C:25]2[CH:26]=[C:27]([CH:30]=[CH:31][CH:32]=2)[CH:28]=O)[CH:23]=[N:22][CH:21]=[N:20]1, predict the reaction product. The product is: [N:19]1([CH2:24][C:25]2[CH:26]=[C:27]([CH:30]=[CH:31][CH:32]=2)[CH2:28][NH:1][C:2]2[CH:3]=[C:4]3[C:9](=[C:10]([CH3:12])[CH:11]=2)[CH:8]=[N:7][C:6]([NH:13][C:14]([NH:16][CH2:17][CH3:18])=[O:15])=[CH:5]3)[CH:23]=[N:22][CH:21]=[N:20]1. (6) The product is: [CH:7]1([N:5]2[CH:6]=[C:2]([B:21]3[O:25][C:24]([CH3:27])([CH3:26])[C:23]([CH3:29])([CH3:28])[O:22]3)[C:3]([C:10]3[CH:15]=[CH:14][C:13]([F:16])=[CH:12][CH:11]=3)=[N:4]2)[CH2:9][CH2:8]1. Given the reactants Br[C:2]1[C:3]([C:10]2[CH:15]=[CH:14][C:13]([F:16])=[CH:12][CH:11]=2)=[N:4][N:5]([CH:7]2[CH2:9][CH2:8]2)[CH:6]=1.C(O[B:21]1[O:25][C:24]([CH3:27])([CH3:26])[C:23]([CH3:29])([CH3:28])[O:22]1)(C)C.C([Li])CCC.CCCCCC.[NH4+].[Cl-], predict the reaction product.